This data is from Full USPTO retrosynthesis dataset with 1.9M reactions from patents (1976-2016). The task is: Predict the reactants needed to synthesize the given product. (1) The reactants are: [Cl-].O[NH3+:3].[C:4](=[O:7])([O-])[OH:5].[Na+].CS(C)=O.[CH2:13]([C:17]1[N:18]([CH2:36][C:37]2[CH:42]=[CH:41][C:40]([C:43]3[C:44]([C:49]#[N:50])=[CH:45][CH:46]=[CH:47][CH:48]=3)=[CH:39][CH:38]=2)[C:19](=[O:35])[C:20]([C:25]2[CH:26]=[CH:27][C:28]3[O:32][CH:31]([CH3:33])[CH2:30][C:29]=3[CH:34]=2)=[C:21]([CH2:23][CH3:24])[N:22]=1)[CH2:14][CH2:15][CH3:16]. Given the product [CH2:13]([C:17]1[N:18]([CH2:36][C:37]2[CH:38]=[CH:39][C:40]([C:43]3[CH:48]=[CH:47][CH:46]=[CH:45][C:44]=3[C:49]3[NH:3][C:4](=[O:7])[O:5][N:50]=3)=[CH:41][CH:42]=2)[C:19](=[O:35])[C:20]([C:25]2[CH:26]=[CH:27][C:28]3[O:32][CH:31]([CH3:33])[CH2:30][C:29]=3[CH:34]=2)=[C:21]([CH2:23][CH3:24])[N:22]=1)[CH2:14][CH2:15][CH3:16], predict the reactants needed to synthesize it. (2) Given the product [CH3:20][CH:19]([CH3:21])[C:18]([NH:17][C:13]1[CH:14]=[CH:15][CH:16]=[C:11]([CH:8]2[CH2:9][CH2:10][N:5]([CH2:4][CH2:3][C@@H:2]([C:23]3[CH:24]=[CH:25][CH:26]=[CH:27][CH:28]=3)[O:1][C:34]3[CH:35]=[CH:36][C:31]([C:30]([F:39])([F:38])[F:29])=[CH:32][CH:33]=3)[CH2:6][CH2:7]2)[CH:12]=1)=[O:22], predict the reactants needed to synthesize it. The reactants are: [OH:1][C@@H:2]([C:23]1[CH:28]=[CH:27][CH:26]=[CH:25][CH:24]=1)[CH2:3][CH2:4][N:5]1[CH2:10][CH2:9][CH:8]([C:11]2[CH:12]=[C:13]([NH:17][C:18](=[O:22])[CH:19]([CH3:21])[CH3:20])[CH:14]=[CH:15][CH:16]=2)[CH2:7][CH2:6]1.[F:29][C:30]([F:39])([F:38])[C:31]1[CH:36]=[CH:35][C:34](O)=[CH:33][CH:32]=1.C1(P(C2C=CC=CC=2)C2C=CC=CC=2)C=CC=CC=1.N(C(OCC)=O)=NC(OCC)=O.N. (3) The reactants are: [NH2:1][CH2:2][CH:3]([CH3:16])[C:4]([NH:6][CH2:7][C:8]1[CH:13]=[CH:12][C:11]([C:14]#[N:15])=[CH:10][CH:9]=1)=[O:5].[CH2:17]([N:19]1[C:31]2[CH:30]=[CH:29][C:28]([C:32](O)=[O:33])=[CH:27][C:26]=2[C:25]2[C:20]1=[CH:21][CH:22]=[CH:23][CH:24]=2)[CH3:18].CN(C(ON1N=NC2C=CC=NC1=2)=[N+](C)C)C.F[P-](F)(F)(F)(F)F.O. Given the product [C:14]([C:11]1[CH:10]=[CH:9][C:8]([CH2:7][NH:6][C:4](=[O:5])[CH:3]([CH3:16])[CH2:2][NH:1][C:32]([C:28]2[CH:29]=[CH:30][C:31]3[N:19]([CH2:17][CH3:18])[C:20]4[C:25]([C:26]=3[CH:27]=2)=[CH:24][CH:23]=[CH:22][CH:21]=4)=[O:33])=[CH:13][CH:12]=1)#[N:15], predict the reactants needed to synthesize it.